Predict hERG channel inhibition at various concentrations. From a dataset of hERG Central: cardiac toxicity at 1µM, 10µM, and general inhibition. (1) The compound is Cn1c(=O)c2c(nc(CN3CCN(C(=O)c4ccco4)CC3)n2Cc2cccc(Cl)c2)n(C)c1=O. Results: hERG_inhib (hERG inhibition (general)): blocker. (2) The molecule is O=C(CSc1nc2ccc(Cl)cc2[nH]1)NCc1ccco1. Results: hERG_inhib (hERG inhibition (general)): blocker.